Dataset: Catalyst prediction with 721,799 reactions and 888 catalyst types from USPTO. Task: Predict which catalyst facilitates the given reaction. Reactant: [CH2:1]([O:8][NH:9][C:10]([C@@H:12]1[N:17]([S:18]([C:21]2[CH:26]=[CH:25][C:24]([O:27][CH3:28])=[CH:23][CH:22]=2)(=[O:20])=[O:19])[CH2:16][C@@H:15]2[O:29]C(C)(C)[O:31][C@H:14]2[C@@H:13]1[OH:34])=[O:11])[C:2]1[CH:7]=[CH:6][CH:5]=[CH:4][CH:3]=1. Product: [CH2:1]([O:8][NH:9][C:10]([C@H:12]1[C@@H:13]([OH:34])[C@H:14]([OH:31])[C@@H:15]([OH:29])[CH2:16][N:17]1[S:18]([C:21]1[CH:22]=[CH:23][C:24]([O:27][CH3:28])=[CH:25][CH:26]=1)(=[O:20])=[O:19])=[O:11])[C:2]1[CH:7]=[CH:6][CH:5]=[CH:4][CH:3]=1. The catalyst class is: 169.